From a dataset of Forward reaction prediction with 1.9M reactions from USPTO patents (1976-2016). Predict the product of the given reaction. (1) Given the reactants [CH2:1]([O:3][C:4]([C:6]1[CH:7]=[N:8][CH:9]=[CH:10][CH:11]=1)=[O:5])[CH3:2].C1C=C(Cl)C=C(C(OO)=[O:20])C=1.C([O-])(O)=O.[Na+], predict the reaction product. The product is: [CH2:1]([O:3][C:4]([C:6]1[CH:7]=[N+:8]([O-:20])[CH:9]=[CH:10][CH:11]=1)=[O:5])[CH3:2]. (2) The product is: [F:31][C:28]1[CH:29]=[CH:30][C:25]([C:24]2[N:20]([CH2:19][CH2:18][CH:12]([OH:13])[CH2:11][CH:10]([OH:15])[CH2:9][C:8]([N:7]([C:51]3[CH:56]=[CH:55][CH:54]=[CH:53][CH:52]=3)[C:1]3[CH:6]=[CH:5][CH:4]=[CH:3][CH:2]=3)=[O:50])[C:21]([CH:47]([CH3:49])[CH3:48])=[C:22]([C:38]([NH:40][C:41]3[CH:46]=[CH:45][CH:44]=[CH:43][CH:42]=3)=[O:39])[C:23]=2[C:32]2[CH:37]=[CH:36][CH:35]=[CH:34][CH:33]=2)=[CH:26][CH:27]=1. Given the reactants [C:1]1([N:7]([C:51]2[CH:56]=[CH:55][CH:54]=[CH:53][CH:52]=2)[C:8](=[O:50])[CH2:9][C@@H:10]2[O:15]C(C)(C)[O:13][C@H:12]([CH2:18][CH2:19][N:20]3[C:24]([C:25]4[CH:30]=[CH:29][C:28]([F:31])=[CH:27][CH:26]=4)=[C:23]([C:32]4[CH:37]=[CH:36][CH:35]=[CH:34][CH:33]=4)[C:22]([C:38]([NH:40][C:41]4[CH:46]=[CH:45][CH:44]=[CH:43][CH:42]=4)=[O:39])=[C:21]3[CH:47]([CH3:49])[CH3:48])[CH2:11]2)[CH:6]=[CH:5][CH:4]=[CH:3][CH:2]=1.Cl, predict the reaction product.